Task: Predict the product of the given reaction.. Dataset: Forward reaction prediction with 1.9M reactions from USPTO patents (1976-2016) (1) The product is: [Cl:1][C:2]1[CH:7]=[CH:6][C:5]([C:8]([CH3:28])([CH3:27])[CH2:9][C:10]([C:23]([F:26])([F:25])[F:24])([OH:22])[CH2:11][NH:12][C:13]2[CH:21]=[CH:20][CH:19]=[C:18]3[C:14]=2[CH:15]=[CH:16][N:17]3[C:35]2[CH:36]=[N:37][C:32]([F:31])=[CH:33][CH:34]=2)=[C:4]([OH:29])[CH:3]=1. Given the reactants [Cl:1][C:2]1[CH:7]=[CH:6][C:5]([C:8]([CH3:28])([CH3:27])[CH2:9][C:10]([C:23]([F:26])([F:25])[F:24])([OH:22])[CH2:11][NH:12][C:13]2[CH:21]=[CH:20][CH:19]=[C:18]3[C:14]=2[CH:15]=[CH:16][NH:17]3)=[C:4]([O:29]O)[CH:3]=1.[F:31][C:32]1[N:37]=[CH:36][C:35](B(O)O)=[CH:34][CH:33]=1, predict the reaction product. (2) Given the reactants [CH3:1][C:2]([C:6]1[CH:15]=[CH:14][C:13]2[C:12]([CH3:17])([CH3:16])[CH2:11][CH2:10][C:9]([CH3:19])([CH3:18])[C:8]=2[CH:7]=1)([CH3:5])[CH2:3][OH:4].C1(P(C2C=CC=CC=2)C2C=CC=CC=2)C=CC=CC=1.O[C:40]1[CH:49]=[CH:48][C:43]([C:44]([O:46][CH3:47])=[O:45])=[CH:42][CH:41]=1.N(C(OCC)=O)=NC(OCC)=O, predict the reaction product. The product is: [CH3:5][C:2]([C:6]1[CH:15]=[CH:14][C:13]2[C:12]([CH3:17])([CH3:16])[CH2:11][CH2:10][C:9]([CH3:19])([CH3:18])[C:8]=2[CH:7]=1)([CH3:1])[CH2:3][O:4][C:40]1[CH:49]=[CH:48][C:43]([C:44]([O:46][CH3:47])=[O:45])=[CH:42][CH:41]=1. (3) Given the reactants [Cl:1][C:2]1[CH:7]=[CH:6][C:5]([C:8]2([CH3:23])[CH2:13][CH:12]([C:14]([O:16][CH3:17])=[O:15])[CH2:11][C:10](C(OC)=O)=[C:9]2[OH:22])=[CH:4][C:3]=1[C:24]([F:27])([F:26])[F:25].[Cl-].[Na+].O, predict the reaction product. The product is: [Cl:1][C:2]1[CH:7]=[CH:6][C:5]([C:8]2([CH3:23])[C:9](=[O:22])[CH2:10][CH2:11][CH:12]([C:14]([O:16][CH3:17])=[O:15])[CH2:13]2)=[CH:4][C:3]=1[C:24]([F:25])([F:26])[F:27]. (4) Given the reactants O=P12OP3(OP(OP(O3)(O1)=O)(=O)O2)=O.[Cl:15][C:16]1[CH:17]=[C:18]([CH:22]([OH:39])[CH2:23][O:24][C:25]2[CH:38]=[CH:37][C:28]([CH2:29][CH:30]3[S:34][C:33](=[O:35])[NH:32][C:31]3=[O:36])=[CH:27][CH:26]=2)[CH:19]=[CH:20][CH:21]=1.C(N(CC)C(C)C)(C)C.C([O-])(O)=O.[Na+], predict the reaction product. The product is: [Cl:15][C:16]1[CH:17]=[C:18]([C:22](=[O:39])[CH2:23][O:24][C:25]2[CH:38]=[CH:37][C:28]([CH2:29][CH:30]3[S:34][C:33](=[O:35])[NH:32][C:31]3=[O:36])=[CH:27][CH:26]=2)[CH:19]=[CH:20][CH:21]=1. (5) Given the reactants C1(P(C2CCCCC2)[C:8]2[CH:13]=[CH:12][CH:11]=[CH:10][C:9]=2[C:14]2[C:19](OC)=[CH:18][CH:17]=[CH:16][C:15]=2OC)CCCCC1.[F:30][C:31]1[CH:71]=[N:70][C:34]2[N:35](C3C=CC=C(B4OC(C)(C)C(C)(C)O4)C=3)[C:36](=[O:54])[N:37]([C@@H:40]3[CH2:45][CH2:44][C@H:43]([NH:46][C:47](=[O:53])[O:48][C:49]([CH3:52])([CH3:51])[CH3:50])[CH2:42][CH2:41]3)[C:38](=[O:39])[C:33]=2[CH:32]=1.[C:72](=O)([O-])[O-].[K+].[K+].BrC1C=CC(C)=CC=1, predict the reaction product. The product is: [F:30][C:31]1[CH:71]=[N:70][C:34]2[N:35]([C:18]3[CH:19]=[C:14]([C:9]4[CH:8]=[CH:13][C:12]([CH3:72])=[CH:11][CH:10]=4)[CH:15]=[CH:16][CH:17]=3)[C:36](=[O:54])[N:37]([C@@H:40]3[CH2:41][CH2:42][C@H:43]([NH:46][C:47](=[O:53])[O:48][C:49]([CH3:51])([CH3:52])[CH3:50])[CH2:44][CH2:45]3)[C:38](=[O:39])[C:33]=2[CH:32]=1.